This data is from Reaction yield outcomes from USPTO patents with 853,638 reactions. The task is: Predict the reaction yield, written as a fraction of the theoretical maximum amount of product (1.0 means a 100% yield; for example, 0.34 means a 34% yield). (1) The reactants are [OH:1][C:2]1[C:9]([O:10][CH3:11])=[CH:8][C:7]([O:12][CH3:13])=[CH:6][C:3]=1[CH:4]=[O:5].C([O-])([O-])=O.[K+].[K+].[CH2:20]([O:22][CH:23]([O:26][CH2:27][CH3:28])[CH2:24]Br)[CH3:21]. The catalyst is CN(C=O)C. The product is [CH2:20]([O:22][CH:23]([O:26][CH2:27][CH3:28])[CH2:24][O:1][C:2]1[C:9]([O:10][CH3:11])=[CH:8][C:7]([O:12][CH3:13])=[CH:6][C:3]=1[CH:4]=[O:5])[CH3:21]. The yield is 0.670. (2) The reactants are Cl.[NH2:2][C@H:3]([C:14]([O:16][CH3:17])=[O:15])[CH2:4][C:5]1[C:13]2[C:8](=[CH:9][CH:10]=[CH:11][CH:12]=2)[NH:7][CH:6]=1.C(N(CC)CC)C.[CH:25]([C:28]1[CH:38]=[CH:37][C:31]([CH:32]=[CH:33][C:34](O)=[O:35])=[CH:30][CH:29]=1)([CH3:27])[CH3:26].CCN=C=NCCCN(C)C.Cl. The catalyst is C(Cl)Cl. The product is [CH:25]([C:28]1[CH:29]=[CH:30][C:31]([CH:32]=[CH:33][C:34]([NH:2][C@H:3]([C:14]([O:16][CH3:17])=[O:15])[CH2:4][C:5]2[C:13]3[C:8](=[CH:9][CH:10]=[CH:11][CH:12]=3)[NH:7][CH:6]=2)=[O:35])=[CH:37][CH:38]=1)([CH3:27])[CH3:26]. The yield is 0.980. (3) The reactants are CCN(C(C)C)C(C)C.[Br:10][C:11]1[CH:12]=[C:13]2[C:18](=[CH:19][CH:20]=1)[O:17][C:16](=[O:21])[C:15]([C:22]([OH:24])=O)=[CH:14]2.CN(C(ON1N=NC2C=CC=NC1=2)=[N+](C)C)C.F[P-](F)(F)(F)(F)F.[N:49]1[C:50]([C:58]2[CH:59]=[C:60]([NH2:64])[CH:61]=[CH:62][CH:63]=2)=[CH:51][N:52]2[CH:57]=[CH:56][CH:55]=[CH:54][C:53]=12. The catalyst is CN(C=O)C. The product is [N:49]1[C:50]([C:58]2[CH:59]=[C:60]([NH:64][C:22]([C:15]3[C:16](=[O:21])[O:17][C:18]4[C:13]([CH:14]=3)=[CH:12][C:11]([Br:10])=[CH:20][CH:19]=4)=[O:24])[CH:61]=[CH:62][CH:63]=2)=[CH:51][N:52]2[CH:57]=[CH:56][CH:55]=[CH:54][C:53]=12. The yield is 0.680. (4) The reactants are [C:1]([NH:6][C:7]1[CH:12]=[C:11]([C:13]2[S:14][CH:15]=[CH:16][CH:17]=2)[CH:10]=[CH:9][C:8]=1[NH:18]C(=O)OCCCC)(=[O:5])[CH:2]([CH3:4])[CH3:3].Cl.O1CCOCC1. The catalyst is CO. The product is [NH2:18][C:8]1[CH:9]=[CH:10][C:11]([C:13]2[S:14][CH:15]=[CH:16][CH:17]=2)=[CH:12][C:7]=1[NH:6][C:1](=[O:5])[CH:2]([CH3:3])[CH3:4]. The yield is 0.360. (5) The reactants are [CH3:1][O:2][C:3]1[CH:11]=[C:10]2[C:6]([CH:7]=[CH:8][NH:9]2)=[CH:5][CH:4]=1.ClS([N:16]=[C:17]=O)(=O)=O. The catalyst is CN(C=O)C. The product is [CH3:1][O:2][C:3]1[CH:11]=[C:10]2[C:6]([C:7]([C:17]#[N:16])=[CH:8][NH:9]2)=[CH:5][CH:4]=1. The yield is 0.850.